This data is from Full USPTO retrosynthesis dataset with 1.9M reactions from patents (1976-2016). The task is: Predict the reactants needed to synthesize the given product. Given the product [NH2:8][CH2:7][C:1]1([CH2:9][NH2:10])[CH2:6][CH2:5][CH2:4][CH2:3][CH2:2]1, predict the reactants needed to synthesize it. The reactants are: [C:1]1([C:9]#[N:10])([C:7]#[N:8])[CH2:6][CH2:5][CH2:4][CH2:3][CH2:2]1.[H-].[H-].[H-].[H-].[Li+].[Al+3].